This data is from Full USPTO retrosynthesis dataset with 1.9M reactions from patents (1976-2016). The task is: Predict the reactants needed to synthesize the given product. (1) Given the product [OH:8][CH2:9][CH:10]([NH:15][C:16](=[O:22])[O:17][C:18]([CH3:21])([CH3:20])[CH3:19])[C:11](=[O:14])[CH2:12][CH3:13], predict the reactants needed to synthesize it. The reactants are: [Si]([O:8][CH2:9][CH:10]([NH:15][C:16](=[O:22])[O:17][C:18]([CH3:21])([CH3:20])[CH3:19])[C:11](=[O:14])[CH2:12][CH3:13])(C(C)(C)C)(C)C.C1COCC1.O.[Na+].[Cl-].C([O-])(O)=O.[Na+]. (2) Given the product [Br:1][C:14]1[CH2:18][CH:17]([C:19]([NH:20][C:21]2[CH:26]=[CH:25][C:24]([Cl:27])=[CH:23][C:22]=2[C:28](=[O:35])[NH:29][CH:30]([CH:32]2[CH2:34][CH2:33]2)[CH3:31])=[O:36])[N:16]([C:37]2[C:42]([Cl:43])=[CH:41][CH:40]=[CH:39][N:38]=2)[N:15]=1, predict the reactants needed to synthesize it. The reactants are: [Br-:1].[NH4+].CC1C=CC(S(O[C:14]2[CH2:18][CH:17]([C:19](=[O:36])[NH:20][C:21]3[CH:26]=[CH:25][C:24]([Cl:27])=[CH:23][C:22]=3[C:28](=[O:35])[NH:29][CH:30]([CH:32]3[CH2:34][CH2:33]3)[CH3:31])[N:16]([C:37]3[C:42]([Cl:43])=[CH:41][CH:40]=[CH:39][N:38]=3)[N:15]=2)(=O)=O)=CC=1.CN(C)C=O. (3) Given the product [CH:36]1([C:39]2[C:40]([O:49][CH2:50][CH:51]3[CH2:52][CH2:53][N:54]([S:57]([CH:60]4[CH2:63][O:62][CH2:61]4)(=[O:58])=[O:59])[CH2:55][CH2:56]3)=[CH:41][C:42]([F:48])=[C:43]([CH:47]=2)[C:44]([NH:54][S:57]([CH3:60])(=[O:59])=[O:58])=[O:46])[CH2:38][CH2:37]1, predict the reactants needed to synthesize it. The reactants are: ClC1C(F)=C(C=C(C(F)(F)F)C=1)CN1CCC(COC2C(C3CC3)=CC(C(O)=O)=C(F)C=2)(F)CC1.[CH:36]1([C:39]2[C:40]([O:49][CH2:50][CH:51]3[CH2:56][CH2:55][N:54]([S:57]([CH:60]4[CH2:63][O:62][CH2:61]4)(=[O:59])=[O:58])[CH2:53][CH2:52]3)=[CH:41][C:42]([F:48])=[C:43]([CH:47]=2)[C:44]([OH:46])=O)[CH2:38][CH2:37]1. (4) Given the product [F:11][C:12]1[CH:17]=[CH:16][C:15]([C:2]2[CH:10]=[CH:9][C:5]([C:6]([OH:8])=[O:7])=[CH:4][CH:3]=2)=[CH:14][CH:13]=1, predict the reactants needed to synthesize it. The reactants are: Br[C:2]1[CH:10]=[CH:9][C:5]([C:6]([OH:8])=[O:7])=[CH:4][CH:3]=1.[F:11][C:12]1[CH:17]=[CH:16][C:15](B(O)O)=[CH:14][CH:13]=1.[F-].[K+]. (5) Given the product [P:6]([O:13][CH2:14][CH2:15][N:16]1[CH2:21][CH2:20][NH:19][CH2:18][C:17]1=[O:32])([O:8][C:9]([CH3:12])([CH3:11])[CH3:10])([O:5][C:1]([CH3:2])([CH3:3])[CH3:4])=[O:7], predict the reactants needed to synthesize it. The reactants are: [C:1]([O:5][P:6]([O:13][CH2:14][CH2:15][N:16]1[CH2:21][CH2:20][N:19](C(OCC2C=CC=CC=2)=O)[CH2:18][C:17]1=[O:32])([O:8][C:9]([CH3:12])([CH3:11])[CH3:10])=[O:7])([CH3:4])([CH3:3])[CH3:2]. (6) Given the product [Cl:16][C:14]1[CH:15]=[C:2]([Cl:1])[C:3]([O:4][CH2:5][CH2:6][N:7]([CH2:10][CH3:11])[CH2:8][CH3:9])=[CH:12][C:13]=1[C:19]1[C:20]2[C:29]([C:30]#[N:31])=[CH:28][NH:27][C:21]=2[N:22]=[C:23]([S:25][CH3:26])[N:24]=1, predict the reactants needed to synthesize it. The reactants are: [Cl:1][C:2]1[CH:15]=[C:14]([Cl:16])[C:13](I)=[CH:12][C:3]=1[O:4][CH2:5][CH2:6][N:7]([CH2:10][CH3:11])[CH2:8][CH3:9].Cl[C:19]1[C:20]2[C:29]([C:30]#[N:31])=[CH:28][N:27](COCC[Si](C)(C)C)[C:21]=2[N:22]=[C:23]([S:25][CH3:26])[N:24]=1.